The task is: Predict which catalyst facilitates the given reaction.. This data is from Catalyst prediction with 721,799 reactions and 888 catalyst types from USPTO. Reactant: [S:1]1[CH:5]=[CH:4][CH:3]=[C:2]1[CH2:6][NH2:7].[C:8](O[C:8]([O:10][C:11]([CH3:14])([CH3:13])[CH3:12])=[O:9])([O:10][C:11]([CH3:14])([CH3:13])[CH3:12])=[O:9]. Product: [S:1]1[CH:5]=[CH:4][CH:3]=[C:2]1[CH2:6][NH:7][C:8](=[O:9])[O:10][C:11]([CH3:14])([CH3:13])[CH3:12]. The catalyst class is: 2.